This data is from Peptide-MHC class I binding affinity with 185,985 pairs from IEDB/IMGT. The task is: Regression. Given a peptide amino acid sequence and an MHC pseudo amino acid sequence, predict their binding affinity value. This is MHC class I binding data. (1) The peptide sequence is LVDKEDTDI. The MHC is HLA-A02:06 with pseudo-sequence HLA-A02:06. The binding affinity (normalized) is 0. (2) The peptide sequence is EPVVKDKIKL. The MHC is HLA-B53:01 with pseudo-sequence HLA-B53:01. The binding affinity (normalized) is 0.